From a dataset of Forward reaction prediction with 1.9M reactions from USPTO patents (1976-2016). Predict the product of the given reaction. (1) The product is: [C:16]([NH:1][C:2]1[CH:12]=[CH:11][C:5]([C:6]([O:8][CH2:9][CH3:10])=[O:7])=[CH:4][C:3]=1[O:13][CH2:14][CH3:15])(=[O:18])[CH3:17]. Given the reactants [NH2:1][C:2]1[CH:12]=[CH:11][C:5]([C:6]([O:8][CH2:9][CH3:10])=[O:7])=[CH:4][C:3]=1[O:13][CH2:14][CH3:15].[C:16](OC(=O)C)(=[O:18])[CH3:17], predict the reaction product. (2) The product is: [OH:25][C:11]1[C:27]2[CH:28]=[CH:29][C:23]([O:22][CH3:19])=[CH:24][C:31]=2[O:30][N:12]=1. Given the reactants C(C1NC=[CH:11][N:12]=1)(C1NC=CN=1)=O.CCCCCC.[C:19]([O:22][CH2:23][CH3:24])(=O)C.[OH2:25].Cl.[CH2:27]1[CH2:31][O:30][CH2:29][CH2:28]1, predict the reaction product.